From a dataset of Reaction yield outcomes from USPTO patents with 853,638 reactions. Predict the reaction yield, written as a fraction of the theoretical maximum amount of product (1.0 means a 100% yield; for example, 0.34 means a 34% yield). The reactants are COC(C1C([C:17]2[CH:22]=[CH:21][CH:20]=[C:19]([F:23])C=2Cl)N(C2CCCCO2)OC=1C)=O.[OH-:25].[Na+].[ClH:27].[NH2:28][C:29]1[CH:30]=[C:31]([CH2:35][C:36]([NH:38][C:39]2[CH:44]=[C:43]([O:45][CH3:46])[C:42]([O:47][CH3:48])=[C:41]([O:49][CH3:50])[CH:40]=2)=[O:37])[CH:32]=[CH:33][CH:34]=1.CCN=C=NC[CH2:57][CH2:58]N(C)C.[CH:62]1[CH:67]=N[C:65]2[N:68]([OH:71])N=N[C:64]=2[CH:63]=1.[CH2:72]1[CH2:76][O:75][CH2:74][CH2:73]1. The catalyst is ClCCl.CN(C1C=CN=CC=1)C.CO. The product is [CH3:50][O:49][C:41]1[CH:40]=[C:39]([NH:38][C:36](=[O:37])[CH2:35][C:31]2[CH:32]=[CH:33][CH:34]=[C:29]([NH:28][C:74]([C:73]3[CH:72]([C:76]4[C:19]([F:23])=[CH:20][CH:21]=[CH:22][C:17]=4[Cl:27])[N:68]([CH:65]4[CH2:64][CH2:63][CH2:62][CH2:67][O:25]4)[O:71][C:57]=3[CH3:58])=[O:75])[CH:30]=2)[CH:44]=[C:43]([O:45][CH3:46])[C:42]=1[O:47][CH3:48]. The yield is 0.410.